The task is: Regression. Given a peptide amino acid sequence and an MHC pseudo amino acid sequence, predict their binding affinity value. This is MHC class II binding data.. This data is from Peptide-MHC class II binding affinity with 134,281 pairs from IEDB. (1) The peptide sequence is EDDLLNRNNTFKPFA. The MHC is DRB5_0101 with pseudo-sequence DRB5_0101. The binding affinity (normalized) is 0.270. (2) The peptide sequence is VDAAFKVAATAANAAPANDK. The MHC is DRB4_0101 with pseudo-sequence DRB4_0103. The binding affinity (normalized) is 0.358. (3) The peptide sequence is LFLLSTRQNVEGSYDGAYAP. The MHC is DRB1_1001 with pseudo-sequence DRB1_1001. The binding affinity (normalized) is 0.133. (4) The peptide sequence is HENHGLKTRQEKWMT. The MHC is DRB1_0801 with pseudo-sequence DRB1_0801. The binding affinity (normalized) is 0. (5) The peptide sequence is LIGNGGAGGAGGVGA. The MHC is HLA-DQA10102-DQB10602 with pseudo-sequence HLA-DQA10102-DQB10602. The binding affinity (normalized) is 0.359. (6) The peptide sequence is NDFLKTGHYTQMVWA. The MHC is DRB1_0405 with pseudo-sequence DRB1_0405. The binding affinity (normalized) is 0.384. (7) The peptide sequence is AFKVAATAAFAAPAN. The binding affinity (normalized) is 0.785. The MHC is DRB1_1001 with pseudo-sequence DRB1_1001. (8) The MHC is DRB1_0101 with pseudo-sequence DRB1_0101. The binding affinity (normalized) is 0.943. The peptide sequence is VIGVAFLAVFQSATK. (9) The peptide sequence is LTHMMIWHSNLNDAT. The MHC is DRB1_0101 with pseudo-sequence DRB1_0101. The binding affinity (normalized) is 0.268. (10) The peptide sequence is SRWSSPDNVKPIYIV. The MHC is HLA-DPA10103-DPB10201 with pseudo-sequence HLA-DPA10103-DPB10201. The binding affinity (normalized) is 0.100.